From a dataset of Reaction yield outcomes from USPTO patents with 853,638 reactions. Predict the reaction yield, written as a fraction of the theoretical maximum amount of product (1.0 means a 100% yield; for example, 0.34 means a 34% yield). (1) The reactants are [CH3:1][O:2][C:3](=[O:16])[CH:4]=[CH:5][C:6]1[CH:11]=[CH:10][CH:9]=[C:8]([S:12](Cl)(=[O:14])=[O:13])[CH:7]=1.[CH3:17][O:18][C:19]1[C:20]([NH2:25])=[CH:21][CH:22]=[CH:23][CH:24]=1.C([O-])(O)=O.[Na+]. The catalyst is O1CCOCC1.O. The product is [CH3:1][O:2][C:3](=[O:16])[CH:4]=[CH:5][C:6]1[CH:11]=[CH:10][CH:9]=[C:8]([S:12](=[O:14])(=[O:13])[NH:25][C:20]2[CH:21]=[CH:22][CH:23]=[CH:24][C:19]=2[O:18][CH3:17])[CH:7]=1. The yield is 0.790. (2) The reactants are [OH:1][C:2]1[CH:7]=[CH:6][C:5]([C:8]2([C:14]#[N:15])[CH2:13][CH2:12][O:11][CH2:10][CH2:9]2)=[CH:4][CH:3]=1.Cl[CH2:17][CH2:18][CH2:19][N:20]1[CH2:24][CH2:23][CH2:22][CH2:21]1.CN(C=O)C.C([O-])([O-])=O.[K+].[K+]. The catalyst is Cl.CC(OC)(C)C. The product is [N:20]1([CH2:19][CH2:18][CH2:17][O:1][C:2]2[CH:7]=[CH:6][C:5]([C:8]3([C:14]#[N:15])[CH2:13][CH2:12][O:11][CH2:10][CH2:9]3)=[CH:4][CH:3]=2)[CH2:24][CH2:23][CH2:22][CH2:21]1. The yield is 0.530. (3) The reactants are [Cl:1][C:2]1[CH:7]=[CH:6][C:5]([C:8]2[N:13]=[C:12]([NH:14][CH2:15][C:16]3[CH:21]=[CH:20][CH:19]=[CH:18][CH:17]=3)[C:11]([NH:22][CH2:23][C:24]3[CH:29]=[CH:28][CH:27]=[CH:26][CH:25]=3)=[C:10]([C:30]([O:32][CH3:33])=[O:31])[N:9]=2)=[CH:4][C:3]=1[F:34].[C:35](Cl)(=[O:39])[C:36](Cl)=[O:37].C(OCC)(=O)C. The catalyst is C1C(Cl)=CC=C(Cl)C=1. The product is [Cl:1][C:2]1[CH:7]=[CH:6][C:5]([C:8]2[N:9]=[C:10]([C:30]([O:32][CH3:33])=[O:31])[C:11]3[N:22]([CH2:23][C:24]4[CH:25]=[CH:26][CH:27]=[CH:28][CH:29]=4)[C:36](=[O:37])[C:35](=[O:39])[N:14]([CH2:15][C:16]4[CH:21]=[CH:20][CH:19]=[CH:18][CH:17]=4)[C:12]=3[N:13]=2)=[CH:4][C:3]=1[F:34]. The yield is 0.540.